The task is: Predict the product of the given reaction.. This data is from Forward reaction prediction with 1.9M reactions from USPTO patents (1976-2016). Given the reactants Br[C:2]1[C:3]([N:22]([CH2:24][CH2:25][CH2:26][OH:27])[CH3:23])=[N:4][CH:5]=[C:6]([CH:21]=1)[C:7]([NH:9][C:10]1[CH:15]=[CH:14][C:13]([O:16][C:17]([F:20])([F:19])[F:18])=[CH:12][CH:11]=1)=[O:8].[CH3:28][C:29]1[N:34]=[CH:33][C:32](B(O)O)=[CH:31][CH:30]=1.C([O-])([O-])=O.[Na+].[Na+].CCO, predict the reaction product. The product is: [OH:27][CH2:26][CH2:25][CH2:24][N:22]([CH3:23])[C:3]1[C:2]([C:32]2[CH:33]=[N:34][C:29]([CH3:28])=[CH:30][CH:31]=2)=[CH:21][C:6]([C:7]([NH:9][C:10]2[CH:15]=[CH:14][C:13]([O:16][C:17]([F:20])([F:19])[F:18])=[CH:12][CH:11]=2)=[O:8])=[CH:5][N:4]=1.